Predict the reactants needed to synthesize the given product. From a dataset of Full USPTO retrosynthesis dataset with 1.9M reactions from patents (1976-2016). Given the product [Cl:9][C:7]1[C:6]([C:10]([F:13])([F:12])[F:11])=[CH:5][N:4]=[C:3]([NH2:1])[N:8]=1, predict the reactants needed to synthesize it. The reactants are: [NH3:1].Cl[C:3]1[N:8]=[C:7]([Cl:9])[C:6]([C:10]([F:13])([F:12])[F:11])=[CH:5][N:4]=1.